Task: Regression. Given a peptide amino acid sequence and an MHC pseudo amino acid sequence, predict their binding affinity value. This is MHC class II binding data.. Dataset: Peptide-MHC class II binding affinity with 134,281 pairs from IEDB (1) The peptide sequence is GELQIVDKIDAAFYI. The MHC is DRB1_1302 with pseudo-sequence DRB1_1302. The binding affinity (normalized) is 0.728. (2) The peptide sequence is EWVAMTKGEGGVWTFDSEEP. The MHC is DRB1_1302 with pseudo-sequence DRB1_1302. The binding affinity (normalized) is 0.0956. (3) The peptide sequence is IEPIVATNWQKLEAFWHKHM. The MHC is DRB4_0101 with pseudo-sequence DRB4_0103. The binding affinity (normalized) is 0.569. (4) The peptide sequence is LVKYEGDTMAEVELR. The MHC is DRB1_1302 with pseudo-sequence DRB1_1302. The binding affinity (normalized) is 0. (5) The binding affinity (normalized) is 0.0974. The peptide sequence is SVKRSNGSAEVHRGA. The MHC is HLA-DPA10201-DPB10501 with pseudo-sequence HLA-DPA10201-DPB10501. (6) The peptide sequence is NPIAFFRKEPLKECG. The MHC is HLA-DPA10201-DPB10501 with pseudo-sequence HLA-DPA10201-DPB10501. The binding affinity (normalized) is 0.763. (7) The peptide sequence is VSEALRIIAGTLEVH. The MHC is HLA-DQA10401-DQB10402 with pseudo-sequence HLA-DQA10401-DQB10402. The binding affinity (normalized) is 0.370.